From a dataset of Reaction yield outcomes from USPTO patents with 853,638 reactions. Predict the reaction yield, written as a fraction of the theoretical maximum amount of product (1.0 means a 100% yield; for example, 0.34 means a 34% yield). (1) The reactants are C(N(C(C)C)CC)(C)C.[NH2:10][C:11]1[CH:26]=[CH:25][C:24]([Cl:27])=[CH:23][C:12]=1[C:13]([NH:15][CH2:16][CH:17]1[CH2:22][CH2:21][CH2:20][CH2:19][CH2:18]1)=[O:14].[F:28][C:29]1[C:30]([C:38]([F:41])([F:40])[F:39])=[C:31]([CH:35]=[CH:36][CH:37]=1)[C:32](Cl)=[O:33]. No catalyst specified. The product is [Cl:27][C:24]1[CH:25]=[CH:26][C:11]([NH:10][C:32](=[O:33])[C:31]2[CH:35]=[CH:36][CH:37]=[C:29]([F:28])[C:30]=2[C:38]([F:41])([F:39])[F:40])=[C:12]([C:13]([NH:15][CH2:16][CH:17]2[CH2:22][CH2:21][CH2:20][CH2:19][CH2:18]2)=[O:14])[CH:23]=1. The yield is 0.150. (2) The reactants are Cl[C:2]1[N:11]=[C:10]([NH:12][CH2:13][CH:14]([C:21]2[CH:26]=[CH:25][CH:24]=[CH:23][CH:22]=2)[C:15]2[CH:20]=[CH:19][CH:18]=[CH:17][CH:16]=2)[C:9]2[C:4](=[CH:5][C:6]([O:29][CH3:30])=[C:7]([O:27][CH3:28])[CH:8]=2)[N:3]=1.[N:31]1[CH:36]=[C:35](B(O)O)[CH:34]=[N:33][CH:32]=1.C(NC1C2C(=CC=CC=2)N=C(C2SC3C=CC=CC=3C=2)N=1)(C1C=CC=CC=1)C1C=CC=CC=1. The catalyst is C1CCCCC1.CCOC(C)=O. The product is [C:15]1([CH:14]([C:21]2[CH:26]=[CH:25][CH:24]=[CH:23][CH:22]=2)[CH2:13][NH:12][C:10]2[C:9]3[C:4](=[CH:5][C:6]([O:29][CH3:30])=[C:7]([O:27][CH3:28])[CH:8]=3)[N:3]=[C:2]([C:35]3[CH:36]=[N:31][CH:32]=[N:33][CH:34]=3)[N:11]=2)[CH:20]=[CH:19][CH:18]=[CH:17][CH:16]=1. The yield is 0.810. (3) The reactants are [NH2:1][C:2]1[S:6][N:5]=[C:4]([CH3:7])[C:3]=1[C:8]([NH:10][C:11]1[CH:12]=[N:13][C:14]([O:17][CH3:18])=[CH:15][CH:16]=1)=[O:9].Cl[C:20]1[CH:29]=[N:28][C:27]2[C:22](=[CH:23][CH:24]=[C:25]([F:31])[C:26]=2[F:30])[N:21]=1.C(=O)([O-])[O-].[Cs+].[Cs+].CC1(C)C2C(=C(P(C3C=CC=CC=3)C3C=CC=CC=3)C=CC=2)OC2C(P(C3C=CC=CC=3)C3C=CC=CC=3)=CC=CC1=2. The catalyst is O1CCOCC1.CN(C=O)C.C([O-])(=O)C.[Pd+2].C([O-])(=O)C. The product is [F:30][C:26]1[C:25]([F:31])=[CH:24][CH:23]=[C:22]2[C:27]=1[N:28]=[CH:29][C:20]([NH:1][C:2]1[S:6][N:5]=[C:4]([CH3:7])[C:3]=1[C:8]([NH:10][C:11]1[CH:12]=[N:13][C:14]([O:17][CH3:18])=[CH:15][CH:16]=1)=[O:9])=[N:21]2. The yield is 0.180. (4) The reactants are [Cl:1][C:2]1[CH:3]=[C:4]([C:10]2[CH:14]=[CH:13][N:12]([CH2:15][C@@H:16]([NH:18][C:19]([C:21]3[CH:25]=[C:24]([CH2:26][CH2:27][O:28]C4CCCCO4)[O:23][N:22]=3)=[O:20])[CH3:17])[N:11]=2)[CH:5]=[CH:6][C:7]=1[C:8]#[N:9].Cl. The catalyst is C(O)C. The product is [Cl:1][C:2]1[CH:3]=[C:4]([C:10]2[CH:14]=[CH:13][N:12]([CH2:15][C@@H:16]([NH:18][C:19]([C:21]3[CH:25]=[C:24]([CH2:26][CH2:27][OH:28])[O:23][N:22]=3)=[O:20])[CH3:17])[N:11]=2)[CH:5]=[CH:6][C:7]=1[C:8]#[N:9]. The yield is 0.850.